From a dataset of Catalyst prediction with 721,799 reactions and 888 catalyst types from USPTO. Predict which catalyst facilitates the given reaction. (1) Reactant: [CH:1]([C:3]1[CH:11]=[CH:10][CH:9]=[CH:8][C:4]=1[C:5]([OH:7])=[O:6])=[O:2].[CH3:12][C:13](=[CH:15][CH2:16][CH2:17][CH:18]([CH2:20][CH2:21]O)[CH3:19])[CH3:14].C1(N=C=NC2CCCCC2)CCCCC1. Product: [CH:1]([C:3]1[CH:11]=[CH:10][CH:9]=[CH:8][C:4]=1[C:5]([O:7][CH2:21][CH2:20][CH:18]([CH3:19])[CH2:17][CH2:16][CH:15]=[C:13]([CH3:14])[CH3:12])=[O:6])=[O:2]. The catalyst class is: 4. (2) Reactant: Br[C:2]1[CH:3]=[CH:4][C:5]([O:28][CH3:29])=[C:6]([N:8]2[C:17]3[C:12](=[CH:13][C:14]([S:18]([NH:21][C:22]4[CH:26]=[CH:25][O:24][N:23]=4)(=[O:20])=[O:19])=[CH:15][CH:16]=3)[CH:11]=[CH:10][C:9]2=[O:27])[CH:7]=1.[Br-].[N:31]1[CH:36]=[CH:35][CH:34]=[CH:33][C:32]=1[Zn+].[Cl-].[NH4+]. Product: [O:24]1[CH:25]=[CH:26][C:22]([NH:21][S:18]([C:14]2[CH:13]=[C:12]3[C:17](=[CH:16][CH:15]=2)[N:8]([C:6]2[CH:7]=[C:2]([C:32]4[CH:33]=[CH:34][CH:35]=[CH:36][N:31]=4)[CH:3]=[CH:4][C:5]=2[O:28][CH3:29])[C:9](=[O:27])[CH:10]=[CH:11]3)(=[O:20])=[O:19])=[N:23]1. The catalyst class is: 176. (3) The catalyst class is: 8. Product: [CH2:18]([N:14]1[CH:15]=[CH:16][CH:17]=[C:12]([C:10]([NH:9][C@@H:5]([CH2:4][CH2:3][CH2:2][NH:1][C:34](=[NH:39])[CH3:35])[C:6]([OH:8])=[O:7])=[O:11])[C:13]1=[O:25])[C:19]1[CH:20]=[CH:21][CH:22]=[CH:23][CH:24]=1.[C:26]([OH:32])([C:28]([F:31])([F:30])[F:29])=[O:27]. Reactant: [NH2:1][CH2:2][CH2:3][CH2:4][C@H:5]([NH:9][C:10]([C:12]1[C:13](=[O:25])[N:14]([CH2:18][C:19]2[CH:24]=[CH:23][CH:22]=[CH:21][CH:20]=2)[CH:15]=[CH:16][CH:17]=1)=[O:11])[C:6]([OH:8])=[O:7].[C:26]([OH:32])([C:28]([F:31])([F:30])[F:29])=[O:27].Cl.[C:34](=[NH:39])(OCC)[CH3:35].C([O-])([O-])=O.[K+].[K+]. (4) Reactant: [NH2:1][CH:2]([CH:14]([CH3:17])[CH2:15][CH3:16])[C:3]([NH:5][CH2:6][CH2:7][N:8]1[CH2:13][CH2:12][O:11][CH2:10][CH2:9]1)=[O:4].O.O.[CH2:20]([S:26]([OH:29])(=[O:28])=[O:27])[CH2:21][S:22]([OH:25])(=[O:24])=[O:23]. Product: [S:22]([CH2:21][CH2:20][S:26]([OH:29])(=[O:28])=[O:27])([OH:25])(=[O:24])=[O:23].[NH2:1][CH:2]([CH:14]([CH3:17])[CH2:15][CH3:16])[C:3]([NH:5][CH2:6][CH2:7][N:8]1[CH2:13][CH2:12][O:11][CH2:10][CH2:9]1)=[O:4]. The catalyst class is: 5. (5) Reactant: [C:1]([O:5][C:6]([N:8]1[CH2:13][CH2:12][CH:11]([C:14]2[N:19]=[C:18]([C:20](O)=[O:21])[CH:17]=[CH:16][CH:15]=2)[CH2:10][CH2:9]1)=[O:7])([CH3:4])([CH3:3])[CH3:2].[CH3:23][NH:24][CH:25]1[C:34]2[C:29](=[CH:30][CH:31]=[CH:32][CH:33]=2)[CH2:28][CH2:27][CH2:26]1.C(N=C=NCCCN(C)C)C.O. Product: [CH3:23][N:24]([CH:25]1[C:34]2[C:29](=[CH:30][CH:31]=[CH:32][CH:33]=2)[CH2:28][CH2:27][CH2:26]1)[C:20]([C:18]1[N:19]=[C:14]([CH:11]2[CH2:12][CH2:13][N:8]([C:6]([O:5][C:1]([CH3:4])([CH3:3])[CH3:2])=[O:7])[CH2:9][CH2:10]2)[CH:15]=[CH:16][CH:17]=1)=[O:21]. The catalyst class is: 112.